Predict the reactants needed to synthesize the given product. From a dataset of Full USPTO retrosynthesis dataset with 1.9M reactions from patents (1976-2016). (1) The reactants are: CS(C)=[O:3].[Cl:5][C:6]1[CH:15]=[CH:14][C:9]([C:10](=[O:13])[CH2:11]Br)=[CH:8][CH:7]=1. Given the product [Cl:5][C:6]1[CH:15]=[CH:14][C:9]([C:10]([CH:11]=[O:3])=[O:13])=[CH:8][CH:7]=1, predict the reactants needed to synthesize it. (2) Given the product [F:32][C:2]([F:1])([F:31])[C:3]1[N:8]2[N:9]=[CH:10][C:11]([C:12]#[C:13][C:14]3[CH:15]=[CH:16][C:17]([NH:20][S:34]([CH3:33])(=[O:36])=[O:35])=[N:18][CH:19]=3)=[C:7]2[N:6]=[C:5]([C:21]2[CH:26]=[CH:25][C:24]([C:27]([F:28])([F:29])[F:30])=[CH:23][CH:22]=2)[CH:4]=1, predict the reactants needed to synthesize it. The reactants are: [F:1][C:2]([F:32])([F:31])[C:3]1[N:8]2[N:9]=[CH:10][C:11]([C:12]#[C:13][C:14]3[CH:15]=[CH:16][C:17]([NH2:20])=[N:18][CH:19]=3)=[C:7]2[N:6]=[C:5]([C:21]2[CH:26]=[CH:25][C:24]([C:27]([F:30])([F:29])[F:28])=[CH:23][CH:22]=2)[CH:4]=1.[CH3:33][S:34](O[S:34]([CH3:33])(=[O:36])=[O:35])(=[O:36])=[O:35].O1CCOCC1.Cl.